This data is from Forward reaction prediction with 1.9M reactions from USPTO patents (1976-2016). The task is: Predict the product of the given reaction. (1) Given the reactants [N:1]1([C:6]2[CH:29]=[CH:28][C:9]([CH2:10][N:11]3[CH:19]=[C:18]4[C:13]([N:14]([CH2:23][C:24]([CH3:27])([CH3:26])[CH3:25])[C:15](=[O:22])[N:16]([CH3:21])[C:17]4=[O:20])=[N:12]3)=[CH:8][CH:7]=2)[CH:5]=[N:4][CH:3]=[N:2]1.[CH3:30][S:31]SC.[Li+].C[Si]([N-][Si](C)(C)C)(C)C, predict the reaction product. The product is: [N:1]1([C:6]2[CH:29]=[CH:28][C:9]([CH2:10][N:11]3[C:19]([S:31][CH3:30])=[C:18]4[C:13]([N:14]([CH2:23][C:24]([CH3:26])([CH3:25])[CH3:27])[C:15](=[O:22])[N:16]([CH3:21])[C:17]4=[O:20])=[N:12]3)=[CH:8][CH:7]=2)[CH:5]=[N:4][CH:3]=[N:2]1. (2) The product is: [F:1][C@@H:2]1[CH2:6][N:5]([C:7]2[CH:12]=[CH:11][N:10]3[N:13]=[CH:14][C:15]([C:16]([NH2:28])=[O:18])=[C:9]3[CH:8]=2)[C@@H:4]([C:19]2[CH:24]=[CH:23][CH:22]=[C:21]([F:25])[CH:20]=2)[CH2:3]1. Given the reactants [F:1][C@@H:2]1[CH2:6][N:5]([C:7]2[CH:12]=[CH:11][N:10]3[N:13]=[CH:14][C:15]([C:16]([OH:18])=O)=[C:9]3[CH:8]=2)[C@@H:4]([C:19]2[CH:24]=[CH:23][CH:22]=[C:21]([F:25])[CH:20]=2)[CH2:3]1.CC[N:28](C(C)C)C(C)C.CN(C(ON1N=NC2C=CC=NC1=2)=[N+](C)C)C.F[P-](F)(F)(F)(F)F.[NH4+].[Cl-], predict the reaction product. (3) Given the reactants C([Li])CCC.Br[C:7]1[CH:12]=[CH:11][C:10]([NH:13][C:14](=[O:20])[O:15][C:16]([CH3:19])([CH3:18])[CH3:17])=[CH:9][C:8]=1[CH2:21][N:22]([CH3:24])[CH3:23].[CH3:25][Si:26]([CH3:29])([CH3:28])Cl.O, predict the reaction product. The product is: [CH3:23][N:22]([CH2:21][C:8]1[CH:9]=[C:10]([NH:13][C:14](=[O:20])[O:15][C:16]([CH3:19])([CH3:18])[CH3:17])[CH:11]=[CH:12][C:7]=1[Si:26]([CH3:29])([CH3:28])[CH3:25])[CH3:24]. (4) Given the reactants [C:1]([O:5][C:6](=[O:33])[NH:7][C:8]1[S:9][C:10]([CH:31]=[O:32])=[CH:11][C:12]=1[S:13](=[O:30])(=[O:29])[N:14]([CH2:16][CH:17]([C:22]1[CH:27]=[CH:26][C:25]([F:28])=[CH:24][CH:23]=1)[O:18][CH2:19][O:20][CH3:21])[CH3:15])([CH3:4])([CH3:3])[CH3:2].CC(OI1(OC(C)=O)(OC(C)=O)OC(=O)[C:44]2C=CC=[CH:40][C:39]1=2)=O.C(=O)(O)[O-].[Na+].S([O-])([O-])(=O)=S.[Na+].[Na+], predict the reaction product. The product is: [C:1]([O:5][C:6](=[O:33])[NH:7][C:8]1[S:9][C:10]([C:31](=[O:32])[CH:39]([CH3:40])[CH3:44])=[CH:11][C:12]=1[S:13](=[O:30])(=[O:29])[N:14]([CH2:16][CH:17]([C:22]1[CH:23]=[CH:24][C:25]([F:28])=[CH:26][CH:27]=1)[O:18][CH2:19][O:20][CH3:21])[CH3:15])([CH3:4])([CH3:2])[CH3:3].